Dataset: Aqueous solubility values for 9,982 compounds from the AqSolDB database. Task: Regression/Classification. Given a drug SMILES string, predict its absorption, distribution, metabolism, or excretion properties. Task type varies by dataset: regression for continuous measurements (e.g., permeability, clearance, half-life) or binary classification for categorical outcomes (e.g., BBB penetration, CYP inhibition). For this dataset (solubility_aqsoldb), we predict Y. (1) The drug is CC(=O)C(N=Nc1ccc(-c2ccc(N=NC(C(C)=O)C(=O)Nc3ccccc3)c(Cl)c2)cc1Cl)C(=O)Nc1ccccc1.COc1ccc(NC(=O)C(N=Nc2ccc(-c3ccc(N=NC(C(C)=O)C(=O)Nc4ccc(OC)cc4)c(Cl)c3)cc2Cl)C(C)=O)cc1.COc1ccc(NC(=O)C(N=Nc2ccc(-c3ccc(N=NC(C(C)=O)C(=O)Nc4ccccc4)c(Cl)c3)cc2Cl)C(C)=O)cc1. The Y is -8.54 log mol/L. (2) The compound is Cn1cnc2c1c(=O)n(CC(=O)[O-])c(=O)n2C. The Y is -1.38 log mol/L. (3) The drug is Clc1ccc(C(c2ccccc2Cl)C(Cl)Cl)cc1. The Y is -6.51 log mol/L. (4) The drug is COc1ccccc1OCC(O)CO. The Y is -0.730 log mol/L. (5) The Y is -5.62 log mol/L. The molecule is CC1(N)CN(c2cc3c(cc2F)c(=O)c(C(=O)O)cn3C2CC2)C1. (6) The drug is CC(C(=O)O)C(C)(C)CCC(=O)O. The Y is -1.53 log mol/L. (7) The Y is -0.847 log mol/L. The compound is O=C(O)CCC(=O)OOC(=O)CCC(=O)O. (8) The Y is -1.77 log mol/L. The compound is O=c1[nH]cc(NS(=O)(=O)O)c(=O)[nH]1. (9) The compound is CCCC(O)CC(C)C. The Y is -1.91 log mol/L.